From a dataset of Catalyst prediction with 721,799 reactions and 888 catalyst types from USPTO. Predict which catalyst facilitates the given reaction. Reactant: [CH2:1]([O:3][C:4]([C:6]1[O:7][C:8]2[CH:15]=[CH:14][C:13]([Br:16])=[C:12]([OH:17])[C:9]=2[C:10]=1[CH3:11])=[O:5])[CH3:2].IC.[C:20]([O-])([O-])=O.[K+].[K+]. Product: [CH2:1]([O:3][C:4]([C:6]1[O:7][C:8]2[CH:15]=[CH:14][C:13]([Br:16])=[C:12]([O:17][CH3:20])[C:9]=2[C:10]=1[CH3:11])=[O:5])[CH3:2]. The catalyst class is: 3.